This data is from Full USPTO retrosynthesis dataset with 1.9M reactions from patents (1976-2016). The task is: Predict the reactants needed to synthesize the given product. Given the product [Cl:1][C:2]1[C:11]([S:12]([NH:25][CH:22]2[CH2:24][CH2:23]2)(=[O:14])=[O:13])=[CH:10][CH:9]=[CH:8][C:3]=1[C:4]([O:6][CH3:7])=[O:5], predict the reactants needed to synthesize it. The reactants are: [Cl:1][C:2]1[C:11]([S:12](Cl)(=[O:14])=[O:13])=[CH:10][CH:9]=[CH:8][C:3]=1[C:4]([O:6][CH3:7])=[O:5].C([O-])([O-])=O.[K+].[K+].[CH:22]1([NH2:25])[CH2:24][CH2:23]1.